This data is from Peptide-MHC class II binding affinity with 134,281 pairs from IEDB. The task is: Regression. Given a peptide amino acid sequence and an MHC pseudo amino acid sequence, predict their binding affinity value. This is MHC class II binding data. (1) The peptide sequence is GANYFLQISRVNDLN. The MHC is DRB1_1101 with pseudo-sequence DRB1_1101. The binding affinity (normalized) is 0.784. (2) The peptide sequence is EGTNIYNNNEAFKVE. The MHC is DRB4_0101 with pseudo-sequence DRB4_0103. The binding affinity (normalized) is 0.0680. (3) The peptide sequence is WIESQKNGSWKLEKA. The MHC is DRB1_0301 with pseudo-sequence DRB1_0301. The binding affinity (normalized) is 0.221. (4) The peptide sequence is YDKMLANVSTVLTGK. The MHC is DRB1_1302 with pseudo-sequence DRB1_1302. The binding affinity (normalized) is 0.827. (5) The peptide sequence is KKPIAVGGLLMMLVSVA. The MHC is HLA-DQA10103-DQB10603 with pseudo-sequence HLA-DQA10103-DQB10603. The binding affinity (normalized) is 0. (6) The peptide sequence is LFTIRQEMASRGLWD. The MHC is DRB1_0701 with pseudo-sequence DRB1_0701. The binding affinity (normalized) is 0.251.